The task is: Predict the reaction yield, written as a fraction of the theoretical maximum amount of product (1.0 means a 100% yield; for example, 0.34 means a 34% yield).. This data is from Reaction yield outcomes from USPTO patents with 853,638 reactions. (1) The reactants are [CH3:1][O:2][C:3]1[CH:8]=[C:7]([N+:9]([O-])=O)[CH:6]=[CH:5][C:4]=1[N:12]1[CH:16]=[C:15]([CH2:17][OH:18])[N:14]=[CH:13]1. The product is [NH2:9][C:7]1[CH:6]=[CH:5][C:4]([N:12]2[CH:16]=[C:15]([CH2:17][OH:18])[N:14]=[CH:13]2)=[C:3]([O:2][CH3:1])[CH:8]=1. The catalyst is C(OCC)(=O)C.CO.C(=O)([O-])O.[Na+]. The yield is 0.710. (2) The reactants are [Cl:1][C:2]1[CH:3]=[C:4]([CH2:10][C:11]([OH:13])=[O:12])[CH:5]=[CH:6][C:7]=1[S:8][CH3:9].S(=O)(=O)(O)O.[CH3:19]O. No catalyst specified. The product is [CH3:19][O:12][C:11](=[O:13])[CH2:10][C:4]1[CH:5]=[CH:6][C:7]([S:8][CH3:9])=[C:2]([Cl:1])[CH:3]=1. The yield is 0.855. (3) The reactants are Br[C:2]1[S:3][CH:4]=[CH:5][N:6]=1.[Cl:7][C:8]1[CH:15]=[CH:14][C:11]([CH:12]=[O:13])=[CH:10][CH:9]=1.Cl. The catalyst is C(OCC)C. The product is [Cl:7][C:8]1[CH:15]=[CH:14][C:11]([CH:12]([C:2]2[S:3][CH:4]=[CH:5][N:6]=2)[OH:13])=[CH:10][CH:9]=1. The yield is 0.640. (4) The reactants are [CH3:1][C:2]1[CH:11]=[CH:10][C:9]2[C:4](=[CH:5][CH:6]=[CH:7][C:8]=2[N:12]2[CH2:17][CH2:16][N:15]([CH2:18][CH2:19][C:20]3[CH:21]=[C:22]([CH:24]=[CH:25][CH:26]=3)[NH2:23])[CH2:14][CH2:13]2)[N:3]=1.[CH:27]1([C:30](Cl)=[O:31])[CH2:29][CH2:28]1. No catalyst specified. The product is [CH3:1][C:2]1[CH:11]=[CH:10][C:9]2[C:4](=[CH:5][CH:6]=[CH:7][C:8]=2[N:12]2[CH2:13][CH2:14][N:15]([CH2:18][CH2:19][C:20]3[CH:21]=[C:22]([NH:23][C:30]([CH:27]4[CH2:29][CH2:28]4)=[O:31])[CH:24]=[CH:25][CH:26]=3)[CH2:16][CH2:17]2)[N:3]=1. The yield is 0.700. (5) The reactants are [Br:1][C:2]1[CH:7]=[CH:6][C:5]([CH:8](C(OC)=O)[C:9]([O:11]C)=[O:10])=[C:4]([N+:17]([O-:19])=[O:18])[CH:3]=1. The catalyst is Cl. The product is [Br:1][C:2]1[CH:7]=[CH:6][C:5]([CH2:8][C:9]([OH:11])=[O:10])=[C:4]([N+:17]([O-:19])=[O:18])[CH:3]=1. The yield is 0.890. (6) The catalyst is CN(C)C=O.O.C(OCC)(=O)C. The reactants are [NH2:1][CH2:2][C:3]1[CH:8]=[CH:7][C:6]([NH:9][C:10]2[CH:15]=[CH:14][CH:13]=[CH:12][CH:11]=2)=[CH:5][CH:4]=1.[NH2:16][C:17]1[N:25]=[C:24]([Cl:26])[CH:23]=[CH:22][C:18]=1[C:19](O)=[O:20].F[P-](F)(F)(F)(F)F.N1(O[P+](N(C)C)(N(C)C)N(C)C)C2C=CC=CC=2N=N1.C(N(CC)CC)C. The yield is 0.590. The product is [NH2:16][C:17]1[N:25]=[C:24]([Cl:26])[CH:23]=[CH:22][C:18]=1[C:19]([NH:1][CH2:2][C:3]1[CH:8]=[CH:7][C:6]([NH:9][C:10]2[CH:11]=[CH:12][CH:13]=[CH:14][CH:15]=2)=[CH:5][CH:4]=1)=[O:20]. (7) The catalyst is CCO.C(Cl)Cl. The reactants are [C:1]([O:7][CH2:8][CH3:9])(=[O:6])[CH2:2][C:3]([CH3:5])=O.[Br:10][C:11]1[CH:18]=[CH:17][C:14]([CH:15]=O)=[CH:13][CH:12]=1.[NH4+:19].[OH-:20]. The yield is 0.660. The product is [Br:10][C:11]1[CH:18]=[CH:17][C:14]([CH:15]2[C:2]([C:1]([O:7][CH2:8][CH3:9])=[O:6])=[C:3]([CH3:5])[NH:19][C:3]([CH3:5])=[C:2]2[C:1]([O:7][CH2:8][CH3:9])=[O:20])=[CH:13][CH:12]=1.